From a dataset of Full USPTO retrosynthesis dataset with 1.9M reactions from patents (1976-2016). Predict the reactants needed to synthesize the given product. (1) The reactants are: [Cl:1][C:2]1[N:3]=[C:4]([Cl:12])[C:5]2[C:10]([I:11])=[CH:9][NH:8][C:6]=2[N:7]=1.[C:13]1([CH3:23])[CH:18]=[CH:17][C:16]([S:19](Cl)(=[O:21])=[O:20])=[CH:15][CH:14]=1.C(N(CC)CC)C.CN(C1C=CC=CN=1)C. Given the product [Cl:1][C:2]1[N:3]=[C:4]([Cl:12])[C:5]2[C:10]([I:11])=[CH:9][N:8]([S:19]([C:16]3[CH:17]=[CH:18][C:13]([CH3:23])=[CH:14][CH:15]=3)(=[O:21])=[O:20])[C:6]=2[N:7]=1, predict the reactants needed to synthesize it. (2) Given the product [CH3:1][O:2][CH2:3][CH2:4][NH:5][C:7]1[CH:14]=[CH:13][C:10]([C:11]#[N:12])=[CH:9][CH:8]=1, predict the reactants needed to synthesize it. The reactants are: [CH3:1][O:2][CH2:3][CH2:4][NH2:5].F[C:7]1[CH:14]=[CH:13][C:10]([C:11]#[N:12])=[CH:9][CH:8]=1.C(=O)([O-])[O-].[Cs+].[Cs+].CS(C)=O. (3) Given the product [O:1]1[C:5]2[CH:6]=[CH:7][C:8]([C:10]3[S:11][CH:12]=[C:13]([C:15]([NH:24][C:22]4[S:23][C:19]([CH3:18])=[CH:20][N:21]=4)=[O:17])[N:14]=3)=[CH:9][C:4]=2[CH2:3][CH2:2]1, predict the reactants needed to synthesize it. The reactants are: [O:1]1[C:5]2[CH:6]=[CH:7][C:8]([C:10]3[S:11][CH:12]=[C:13]([C:15]([OH:17])=O)[N:14]=3)=[CH:9][C:4]=2[CH2:3][CH2:2]1.[CH3:18][C:19]1[S:23][C:22]([NH2:24])=[N:21][CH:20]=1.CN(C(ON1N=NC2C=CC=CC1=2)=[N+](C)C)C.F[P-](F)(F)(F)(F)F. (4) The reactants are: [NH:1]1[CH2:6][CH2:5][CH2:4][CH2:3][C:2]1=[O:7].[H-].[Na+].Br[CH2:11][CH2:12][O:13][C:14]1[CH:15]=[C:16]2[C:21](=[CH:22][CH:23]=1)[N:20]=[CH:19][CH:18]=[CH:17]2. Given the product [N:20]1[C:21]2[C:16](=[CH:15][C:14]([O:13][CH2:12][CH2:11][N:1]3[CH2:6][CH2:5][CH2:4][CH2:3][C:2]3=[O:7])=[CH:23][CH:22]=2)[CH:17]=[CH:18][CH:19]=1, predict the reactants needed to synthesize it. (5) The reactants are: [CH2:1]1[CH:6]2[CH2:7][C:8]3([NH2:11])[CH2:10][CH:4]([CH2:5]2)[CH2:3][CH:2]1[CH2:9]3.[NH:12]1[C:16]([C:17]2[S:21][C:20]([CH:22]=O)=[CH:19][CH:18]=2)=[CH:15][CH:14]=[N:13]1. Given the product [NH:12]1[C:16]([C:17]2[S:21][C:20]([CH2:22][NH:11][C:8]34[CH2:10][CH:4]5[CH2:5][CH:6]([CH2:1][CH:2]([CH2:3]5)[CH2:9]3)[CH2:7]4)=[CH:19][CH:18]=2)=[CH:15][CH:14]=[N:13]1, predict the reactants needed to synthesize it. (6) Given the product [Br:18][C:19]1[CH:20]=[C:21]([C:31]([N:46]2[CH2:45][CH2:44][N:43]([C:39]3[CH:40]=[CH:41][CH:42]=[C:37]([Cl:36])[CH:38]=3)[CH2:48][CH2:47]2)=[O:33])[N:22]([C:24]2[CH:25]=[CH:26][C:27]([Br:30])=[CH:28][CH:29]=2)[N:23]=1, predict the reactants needed to synthesize it. The reactants are: BrC1C=C(C(OCC)=O)N(C2C=CC=CC=2)N=1.[Br:18][C:19]1[CH:20]=[C:21]([C:31]([O:33]CC)=O)[N:22]([C:24]2[CH:29]=[CH:28][C:27]([Br:30])=[CH:26][CH:25]=2)[N:23]=1.[Cl:36][C:37]1[CH:38]=[C:39]([N:43]2[CH2:48][CH2:47][NH:46][CH2:45][CH2:44]2)[CH:40]=[CH:41][CH:42]=1.